Predict the reaction yield, written as a fraction of the theoretical maximum amount of product (1.0 means a 100% yield; for example, 0.34 means a 34% yield). From a dataset of Reaction yield outcomes from USPTO patents with 853,638 reactions. (1) The reactants are C([C:4]1[CH:37]=[CH:36][C:7]2[C:8](=[CH:17][CH2:18][CH2:19][N:20]3[CH2:25][CH2:24][C:23]([C:27]4[CH:32]=[CH:31][C:30]([Cl:33])=[CH:29][CH:28]=4)([OH:26])[C:22]([CH3:35])([CH3:34])[CH2:21]3)[C:9]3[CH:16]=[CH:15][CH:14]=[CH:13][C:10]=3O[CH2:12][C:6]=2[N:5]=1)C=C.[CH2:38]1C[O:41][CH2:40][CH2:39]1.[OH2:43].S(=O)(O)[O-:45].[Na+]. The catalyst is O=[Os](=O)(=O)=O. The product is [Cl:33][C:30]1[CH:29]=[CH:28][C:27]([C:23]2([OH:26])[CH2:24][CH2:25][N:20]([CH2:19][CH2:18][CH:17]=[C:8]3[C:7]4[CH:36]=[CH:37][CH:4]=[N:5][C:6]=4[CH2:12][O:43][C:10]4[CH:13]=[CH:14][C:15]([CH2:38][CH:39]([OH:45])[CH2:40][OH:41])=[CH:16][C:9]3=4)[CH2:21][C:22]2([CH3:34])[CH3:35])=[CH:32][CH:31]=1. The yield is 0.530. (2) The reactants are [C@@H:1]12[CH2:7][NH:6][C@@H:5]1[CH2:4][N:3]([C:8]([O:10][CH2:11][C:12]1[CH:17]=[CH:16][CH:15]=[CH:14][CH:13]=1)=[O:9])[CH2:2]2.C([O-])([O-])=O.[Cs+].[Cs+].Br[C:25]1[CH:26]=[N:27][CH:28]=[C:29]([C:31]#[N:32])[CH:30]=1. The catalyst is C1(C)C=CC=CC=1.C(OCC)(=O)C.C1C=CC(/C=C/C(/C=C/C2C=CC=CC=2)=O)=CC=1.C1C=CC(/C=C/C(/C=C/C2C=CC=CC=2)=O)=CC=1.C1C=CC(/C=C/C(/C=C/C2C=CC=CC=2)=O)=CC=1.[Pd].[Pd].C1C=CC(P(C2C(C3C(P(C4C=CC=CC=4)C4C=CC=CC=4)=CC=C4C=3C=CC=C4)=C3C(C=CC=C3)=CC=2)C2C=CC=CC=2)=CC=1. The product is [C:31]([C:29]1[CH:30]=[C:25]([N:6]2[CH2:7][C@@H:1]3[C@H:5]2[CH2:4][N:3]([C:8]([O:10][CH2:11][C:12]2[CH:17]=[CH:16][CH:15]=[CH:14][CH:13]=2)=[O:9])[CH2:2]3)[CH:26]=[N:27][CH:28]=1)#[N:32]. The yield is 0.640. (3) The reactants are FC1C=CC(C[N:7]2C(=O)N(C3SC(C(O)=O)=C(C)N=3)C=N2)=CC=1.[CH2:24]([N:28]1[CH2:32][CH2:31][N:30]([C:33]2[S:34][C:35]([C:39](O)=[O:40])=[C:36]([CH3:38])[N:37]=2)[C:29]1=[O:42])[CH:25]([CH3:27])[CH3:26]. No catalyst specified. The product is [CH2:24]([N:28]1[CH2:32][CH2:31][N:30]([C:33]2[S:34][C:35]([C:39]([NH2:7])=[O:40])=[C:36]([CH3:38])[N:37]=2)[C:29]1=[O:42])[CH:25]([CH3:27])[CH3:26]. The yield is 0.540. (4) The reactants are [CH2:1]([O:8][C:9](=[O:17])[NH:10][C:11]([CH3:16])([CH2:13][CH:14]=O)[CH3:12])[C:2]1[CH:7]=[CH:6][CH:5]=[CH:4][CH:3]=1.[CH3:18][O:19][CH2:20][CH2:21][NH:22][CH2:23][CH2:24][O:25][CH3:26].C(O[BH-](OC(=O)C)OC(=O)C)(=O)C.[Na+].C([O-])(O)=O.[Na+]. The catalyst is ClCCCl.CC(O)=O. The product is [CH2:1]([O:8][C:9](=[O:17])[NH:10][C:11]([CH3:16])([CH2:13][CH2:14][N:22]([CH2:23][CH2:24][O:25][CH3:26])[CH2:21][CH2:20][O:19][CH3:18])[CH3:12])[C:2]1[CH:7]=[CH:6][CH:5]=[CH:4][CH:3]=1. The yield is 0.660. (5) The reactants are [NH2:1][CH2:2][C@@H:3]1[O:7][C:6](=[O:8])[N:5]([C:9]2[CH:14]=[CH:13][C:12]([I:15])=[C:11]([F:16])[CH:10]=2)[CH2:4]1.[F:17][CH:18]([F:22])[C:19](O)=[O:20].C(N(CC)C(C)C)(C)C.CCN=C=NCCCN(C)C. The catalyst is C(Cl)Cl. The product is [F:17][CH:18]([F:22])[C:19]([NH:1][CH2:2][C@@H:3]1[O:7][C:6](=[O:8])[N:5]([C:9]2[CH:14]=[CH:13][C:12]([I:15])=[C:11]([F:16])[CH:10]=2)[CH2:4]1)=[O:20]. The yield is 0.916. (6) The reactants are [N+:1]([C:4]1[CH:5]=[N:6][CH:7]=[C:8]([C:10]#[C:11][Si](C)(C)C)[CH:9]=1)([O-:3])=[O:2].C([O-])([O-])=O.[K+].[K+]. The catalyst is CO.C(OCC)(=O)C. The product is [C:10]([C:8]1[CH:7]=[N:6][CH:5]=[C:4]([N+:1]([O-:3])=[O:2])[CH:9]=1)#[CH:11]. The yield is 0.740. (7) The reactants are C([N:9]1[C:14](=[O:15])[C:13]([I:16])=[CH:12][N:11]([CH2:17][CH2:18][CH2:19][N:20]2[CH2:25][C@H:24]3[C@:22]([C:26]4[CH:31]=[CH:30][C:29]([C:32]([F:35])([F:34])[F:33])=[CH:28][CH:27]=4)([CH2:23]3)[CH2:21]2)[C:10]1=[O:36])(=O)C1C=CC=CC=1. The catalyst is N.CO. The product is [I:16][C:13]1[C:14](=[O:15])[NH:9][C:10](=[O:36])[N:11]([CH2:17][CH2:18][CH2:19][N:20]2[CH2:25][C@H:24]3[C@:22]([C:26]4[CH:27]=[CH:28][C:29]([C:32]([F:35])([F:34])[F:33])=[CH:30][CH:31]=4)([CH2:23]3)[CH2:21]2)[CH:12]=1. The yield is 0.740. (8) The reactants are Cl[C:2]1[CH:3]=[CH:4][C:5]2[O:6][CH2:7][CH2:8][C:9]3[N:10]([CH:13]=[C:14]([C:16]([NH2:18])=[O:17])[N:15]=3)[C:11]=2[N:12]=1.[CH3:19][C:20]1[O:24][N:23]=[C:22]([C@:25]([OH:29])([C:27]#[CH:28])[CH3:26])[CH:21]=1. The catalyst is C1C=CC([P]([Pd]([P](C2C=CC=CC=2)(C2C=CC=CC=2)C2C=CC=CC=2)([P](C2C=CC=CC=2)(C2C=CC=CC=2)C2C=CC=CC=2)[P](C2C=CC=CC=2)(C2C=CC=CC=2)C2C=CC=CC=2)(C2C=CC=CC=2)C2C=CC=CC=2)=CC=1. The product is [OH:29][C@:25]([C:22]1[CH:21]=[C:20]([CH3:19])[O:24][N:23]=1)([CH3:26])[C:27]#[C:28][C:2]1[CH:3]=[CH:4][C:5]2[O:6][CH2:7][CH2:8][C:9]3[N:10]([CH:13]=[C:14]([C:16]([NH2:18])=[O:17])[N:15]=3)[C:11]=2[N:12]=1. The yield is 0.210.